This data is from Forward reaction prediction with 1.9M reactions from USPTO patents (1976-2016). The task is: Predict the product of the given reaction. (1) Given the reactants Cl.[NH:2]1[CH2:7][CH2:6][CH:5]([C:8]([O:10][CH2:11][CH3:12])=[O:9])[CH2:4][CH2:3]1.[Cl:13][C:14]1[CH:15]=[C:16]([C:24]2[O:28][N:27]=[C:26]([C:29]3[CH:30]=[CH:31][CH:32]=[C:33]4[C:37]=3[N:36]([CH3:38])[CH:35]=[C:34]4[CH:39]=O)[N:25]=2)[CH:17]=[CH:18][C:19]=1[O:20][CH:21]([CH3:23])[CH3:22].[OH-].[Na+], predict the reaction product. The product is: [Cl:13][C:14]1[CH:15]=[C:16]([C:24]2[O:28][N:27]=[C:26]([C:29]3[CH:30]=[CH:31][CH:32]=[C:33]4[C:37]=3[N:36]([CH3:38])[CH:35]=[C:34]4[CH2:39][N:2]3[CH2:7][CH2:6][CH:5]([C:8]([O:10][CH2:11][CH3:12])=[O:9])[CH2:4][CH2:3]3)[N:25]=2)[CH:17]=[CH:18][C:19]=1[O:20][CH:21]([CH3:22])[CH3:23]. (2) The product is: [N:15]1[CH:16]=[CH:17][C:12]([NH:11][C:8]2[S:9][CH:10]=[C:6]([C:4]([OH:5])=[O:3])[N:7]=2)=[CH:13][CH:14]=1. Given the reactants C([O:3][C:4]([C:6]1[N:7]=[C:8]([NH:11][C:12]2[CH:17]=[CH:16][N:15]=[CH:14][CH:13]=2)[S:9][CH:10]=1)=[O:5])C.O1CCCC1.[OH-].[Na+], predict the reaction product.